This data is from Peptide-MHC class I binding affinity with 185,985 pairs from IEDB/IMGT. The task is: Regression. Given a peptide amino acid sequence and an MHC pseudo amino acid sequence, predict their binding affinity value. This is MHC class I binding data. (1) The peptide sequence is ALAPVPIPF. The MHC is Mamu-A2201 with pseudo-sequence Mamu-A2201. The binding affinity (normalized) is 0.152. (2) The peptide sequence is GRYNLISPK. The MHC is HLA-B39:01 with pseudo-sequence HLA-B39:01. The binding affinity (normalized) is 0.0847. (3) The peptide sequence is YIPFAEDAL. The MHC is BoLA-AW10 with pseudo-sequence BoLA-AW10. The binding affinity (normalized) is 0.0641.